This data is from HIV replication inhibition screening data with 41,000+ compounds from the AIDS Antiviral Screen. The task is: Binary Classification. Given a drug SMILES string, predict its activity (active/inactive) in a high-throughput screening assay against a specified biological target. The molecule is Cc1ccc(C)c(COCCOCn2cc(N3CCOCC3)c(=O)[nH]c2=O)c1. The result is 0 (inactive).